The task is: Predict the product of the given reaction.. This data is from Forward reaction prediction with 1.9M reactions from USPTO patents (1976-2016). (1) Given the reactants C[Al](C)C.[NH2:5][C:6]1[CH:7]=[C:8]2[C:13](=[CH:14][CH:15]=1)[CH2:12][N:11]([CH3:16])[CH2:10][CH2:9]2.CC([N:21]([C@H:25]1[CH2:29][CH2:28][O:27][C:26]1=[O:30])[C:22](=[O:24])[O-:23])(C)C, predict the reaction product. The product is: [OH:27][CH2:28][CH2:29][C@H:25]([NH:21][C:22](=[O:24])[O:23][C:8]([CH3:13])([CH3:9])[CH3:7])[C:26]([NH:5][C:6]1[CH:7]=[C:8]2[C:13](=[CH:14][CH:15]=1)[CH2:12][N:11]([CH3:16])[CH2:10][CH2:9]2)=[O:30]. (2) Given the reactants [C:1]([C:4]1[NH:9][C:8](=[O:10])[NH:7][C:6](=[O:11])[CH:5]=1)([OH:3])=[O:2].S(=O)(=O)(O)O.[F:17][C:18](I)([F:20])[F:19].OO, predict the reaction product. The product is: [C:1]([C:4]1[NH:9][C:8](=[O:10])[NH:7][C:6](=[O:11])[C:5]=1[C:18]([F:20])([F:19])[F:17])([OH:3])=[O:2]. (3) Given the reactants Cl[C:2]1[C:11]2[C:6](=[C:7]([C:12]([F:15])([F:14])[F:13])[CH:8]=[CH:9][CH:10]=2)[N:5]=[CH:4][C:3]=1[C:16]([C:18]1[CH:23]=[CH:22][CH:21]=[CH:20][N:19]=1)=[O:17].[Cl:24][C:25]1[CH:26]=[C:27](B(O)O)[CH:28]=[CH:29][C:30]=1[Cl:31], predict the reaction product. The product is: [Cl:24][C:25]1[CH:26]=[C:27]([C:2]2[C:11]3[C:6](=[C:7]([C:12]([F:14])([F:13])[F:15])[CH:8]=[CH:9][CH:10]=3)[N:5]=[CH:4][C:3]=2[C:16]([C:18]2[CH:23]=[CH:22][CH:21]=[CH:20][N:19]=2)=[O:17])[CH:28]=[CH:29][C:30]=1[Cl:31]. (4) Given the reactants [CH3:1][O:2][C:3](=[O:6])[CH2:4][NH2:5].C(N(CC)CC)C.[F:14][C:15]1[CH:38]=[CH:37][C:18]([CH2:19][N:20]([CH2:28][C:29](=O)[CH2:30][CH2:31][N:32]([O:34][CH3:35])[CH3:33])[C:21](=[O:27])[O:22][C:23]([CH3:26])([CH3:25])[CH3:24])=[CH:17][CH:16]=1.C(O[BH-](OC(=O)C)OC(=O)C)(=O)C.[Na+].C(O)(=O)C.C([O-])(O)=O.[Na+], predict the reaction product. The product is: [C:23]([O:22][C:21]([N:20]([CH2:28][CH:29]([NH:5][CH2:4][C:3]([O:2][CH3:1])=[O:6])[CH2:30][CH2:31][N:32]([O:34][CH3:35])[CH3:33])[CH2:19][C:18]1[CH:17]=[CH:16][C:15]([F:14])=[CH:38][CH:37]=1)=[O:27])([CH3:26])([CH3:25])[CH3:24]. (5) Given the reactants C(OC([NH:8][CH2:9][CH2:10][NH:11][C:12]1[CH:17]=[CH:16][CH:15]=[CH:14][C:13]=1[CH:18]1[CH2:23][CH2:22][N:21]([C:24](=[O:54])[C@H:25]([NH:34][C:35]([C@@H:37]2[CH2:46][C:45]3[C:40](=[CH:41][CH:42]=[CH:43][CH:44]=3)[CH2:39][N:38]2C(OC(C)(C)C)=O)=[O:36])[CH2:26][C:27]2[CH:32]=[CH:31][C:30]([Cl:33])=[CH:29][CH:28]=2)[CH2:20][CH2:19]1)=O)(C)(C)C.C(O)(C(F)(F)F)=O, predict the reaction product. The product is: [NH2:8][CH2:9][CH2:10][NH:11][C:12]1[CH:17]=[CH:16][CH:15]=[CH:14][C:13]=1[CH:18]1[CH2:19][CH2:20][N:21]([C:24](=[O:54])[C@H:25]([NH:34][C:35]([C@@H:37]2[CH2:46][C:45]3[C:40](=[CH:41][CH:42]=[CH:43][CH:44]=3)[CH2:39][NH:38]2)=[O:36])[CH2:26][C:27]2[CH:32]=[CH:31][C:30]([Cl:33])=[CH:29][CH:28]=2)[CH2:22][CH2:23]1. (6) Given the reactants [Cl:1][C:2]1[CH:3]=[CH:4][C:5]2[NH:11][C:10](=[O:12])[C@@H:9]([CH2:13][C:14]([OH:16])=[O:15])[S:8][C@H:7]([C:17]3[CH:22]=[CH:21][CH:20]=[C:19]([O:23][CH3:24])[C:18]=3[Cl:25])[C:6]=2[CH:26]=1.I[CH:28]([CH3:30])[CH3:29].C(=O)([O-])[O-].[K+].[K+], predict the reaction product. The product is: [Cl:1][C:2]1[CH:3]=[CH:4][C:5]2[NH:11][C:10](=[O:12])[C@@H:9]([CH2:13][C:14]([O:16][CH:28]([CH3:30])[CH3:29])=[O:15])[S:8][C@H:7]([C:17]3[CH:22]=[CH:21][CH:20]=[C:19]([O:23][CH3:24])[C:18]=3[Cl:25])[C:6]=2[CH:26]=1. (7) Given the reactants C1(P(C2C=CC=CC=2)C2C=CC=CC=2)C=CC=CC=1.[CH2:20]([O:28][CH2:29][CH2:30]O)[CH2:21][C:22]1[CH:27]=[CH:26][CH:25]=[CH:24][CH:23]=1.C(Br)(Br)(Br)[Br:33], predict the reaction product. The product is: [Br:33][CH2:30][CH2:29][O:28][CH2:20][CH2:21][C:22]1[CH:27]=[CH:26][CH:25]=[CH:24][CH:23]=1. (8) Given the reactants [NH2:1][C:2]1[CH:3]=[C:4]([C:12]([N:14]2[CH2:19][CH2:18][N:17]([CH3:20])[CH2:16][CH2:15]2)=O)[CH:5]=[C:6]([C:8]([F:11])([F:10])[F:9])[CH:7]=1.Cl.C(=O)([O-])[O-].[Na+].[Na+], predict the reaction product. The product is: [CH3:20][N:17]1[CH2:18][CH2:19][N:14]([CH2:12][C:4]2[CH:3]=[C:2]([CH:7]=[C:6]([C:8]([F:11])([F:9])[F:10])[CH:5]=2)[NH2:1])[CH2:15][CH2:16]1.